Dataset: NCI-60 drug combinations with 297,098 pairs across 59 cell lines. Task: Regression. Given two drug SMILES strings and cell line genomic features, predict the synergy score measuring deviation from expected non-interaction effect. (1) Drug 1: CC(CN1CC(=O)NC(=O)C1)N2CC(=O)NC(=O)C2. Drug 2: COCCOC1=C(C=C2C(=C1)C(=NC=N2)NC3=CC=CC(=C3)C#C)OCCOC.Cl. Cell line: UACC-257. Synergy scores: CSS=-0.864, Synergy_ZIP=-0.865, Synergy_Bliss=-2.38, Synergy_Loewe=-3.41, Synergy_HSA=-3.72. (2) Synergy scores: CSS=49.8, Synergy_ZIP=5.45, Synergy_Bliss=3.95, Synergy_Loewe=-0.304, Synergy_HSA=6.15. Drug 2: CC1C(C(CC(O1)OC2CC(CC3=C2C(=C4C(=C3O)C(=O)C5=CC=CC=C5C4=O)O)(C(=O)C)O)N)O. Drug 1: CC1C(C(CC(O1)OC2CC(OC(C2O)C)OC3=CC4=CC5=C(C(=O)C(C(C5)C(C(=O)C(C(C)O)O)OC)OC6CC(C(C(O6)C)O)OC7CC(C(C(O7)C)O)OC8CC(C(C(O8)C)O)(C)O)C(=C4C(=C3C)O)O)O)O. Cell line: SR. (3) Drug 1: C1=C(C(=O)NC(=O)N1)N(CCCl)CCCl. Drug 2: CCC1(CC2CC(C3=C(CCN(C2)C1)C4=CC=CC=C4N3)(C5=C(C=C6C(=C5)C78CCN9C7C(C=CC9)(C(C(C8N6C)(C(=O)OC)O)OC(=O)C)CC)OC)C(=O)OC)O.OS(=O)(=O)O. Cell line: SK-MEL-28. Synergy scores: CSS=30.8, Synergy_ZIP=7.92, Synergy_Bliss=8.56, Synergy_Loewe=7.57, Synergy_HSA=8.99. (4) Drug 1: CC1OCC2C(O1)C(C(C(O2)OC3C4COC(=O)C4C(C5=CC6=C(C=C35)OCO6)C7=CC(=C(C(=C7)OC)O)OC)O)O. Drug 2: CC(C)(C#N)C1=CC(=CC(=C1)CN2C=NC=N2)C(C)(C)C#N. Cell line: SK-OV-3. Synergy scores: CSS=5.03, Synergy_ZIP=-5.95, Synergy_Bliss=-4.97, Synergy_Loewe=-5.50, Synergy_HSA=-3.57. (5) Drug 1: C1=CC(=CC=C1CC(C(=O)O)N)N(CCCl)CCCl.Cl. Drug 2: CC1C(C(CC(O1)OC2CC(OC(C2O)C)OC3=CC4=CC5=C(C(=O)C(C(C5)C(C(=O)C(C(C)O)O)OC)OC6CC(C(C(O6)C)O)OC7CC(C(C(O7)C)O)OC8CC(C(C(O8)C)O)(C)O)C(=C4C(=C3C)O)O)O)O. Cell line: 786-0. Synergy scores: CSS=18.2, Synergy_ZIP=-5.02, Synergy_Bliss=-0.594, Synergy_Loewe=-73.6, Synergy_HSA=-2.92. (6) Cell line: MCF7. Drug 2: CC1CCCC2(C(O2)CC(NC(=O)CC(C(C(=O)C(C1O)C)(C)C)O)C(=CC3=CSC(=N3)C)C)C. Drug 1: C1=CC(=C2C(=C1NCCNCCO)C(=O)C3=C(C=CC(=C3C2=O)O)O)NCCNCCO. Synergy scores: CSS=29.3, Synergy_ZIP=-1.11, Synergy_Bliss=-1.79, Synergy_Loewe=-0.938, Synergy_HSA=-0.432. (7) Drug 1: CN1CCC(CC1)COC2=C(C=C3C(=C2)N=CN=C3NC4=C(C=C(C=C4)Br)F)OC. Drug 2: CCC(=C(C1=CC=CC=C1)C2=CC=C(C=C2)OCCN(C)C)C3=CC=CC=C3.C(C(=O)O)C(CC(=O)O)(C(=O)O)O. Cell line: NCIH23. Synergy scores: CSS=9.86, Synergy_ZIP=-0.756, Synergy_Bliss=2.16, Synergy_Loewe=-0.0773, Synergy_HSA=1.48.